Predict the reaction yield, written as a fraction of the theoretical maximum amount of product (1.0 means a 100% yield; for example, 0.34 means a 34% yield). From a dataset of Reaction yield outcomes from USPTO patents with 853,638 reactions. The reactants are [Br:1][C:2]1[S:3][CH:4]=[C:5]([C:7]([CH3:10])=[CH:8][CH3:9])[CH:6]=1.CC(C)=[O:13].C[N+]1([O-])CCOCC1.[OH2:23]. The catalyst is O=[Os](=O)(=O)=O. The product is [Br:1][C:2]1[S:3][CH:4]=[C:5]([C:7]([OH:13])([CH:8]([OH:23])[CH3:9])[CH3:10])[CH:6]=1. The yield is 0.900.